Dataset: Full USPTO retrosynthesis dataset with 1.9M reactions from patents (1976-2016). Task: Predict the reactants needed to synthesize the given product. (1) Given the product [CH:35]([N:3]1[CH2:4][CH2:5][CH2:6][C:7]2[O:11][C:10]3[CH:12]=[C:13]([N:16]4[CH:21]=[CH:20][C:19]([O:22][CH2:23][C:24]5[CH:29]=[CH:28][CH:27]=[C:26]([C:30]([F:32])([F:33])[F:31])[N:25]=5)=[CH:18][C:17]4=[O:34])[CH:14]=[CH:15][C:9]=3[C:8]=2[CH2:2]1)([CH3:36])[CH3:40], predict the reactants needed to synthesize it. The reactants are: Cl.[CH2:2]1[C:8]2[C:9]3[CH:15]=[CH:14][C:13]([N:16]4[CH:21]=[CH:20][C:19]([O:22][CH2:23][C:24]5[CH:29]=[CH:28][CH:27]=[C:26]([C:30]([F:33])([F:32])[F:31])[N:25]=5)=[CH:18][C:17]4=[O:34])=[CH:12][C:10]=3[O:11][C:7]=2[CH2:6][CH2:5][CH2:4][NH:3]1.[C:35](O)(=O)[CH3:36].Cl[CH2:40]Cl. (2) Given the product [Cl:1][C:2]1[CH:3]=[CH:4][C:5]2[N:11]3[CH:12]=[CH:13][CH:14]=[C:10]3[C@@H:9]([CH2:15][C:16]([NH:18][CH2:19][C:20]([OH:22])=[O:21])=[O:17])[O:8][C@H:7]([C:24]3[CH:29]=[CH:28][CH:27]=[C:26]([O:30][CH3:31])[C:25]=3[O:32][CH3:33])[C:6]=2[CH:34]=1, predict the reactants needed to synthesize it. The reactants are: [Cl:1][C:2]1[CH:3]=[CH:4][C:5]2[N:11]3[CH:12]=[CH:13][CH:14]=[C:10]3[C@@H:9]([CH2:15][C:16]([NH:18][CH2:19][C:20]([O:22]C)=[O:21])=[O:17])[O:8][C@H:7]([C:24]3[CH:29]=[CH:28][CH:27]=[C:26]([O:30][CH3:31])[C:25]=3[O:32][CH3:33])[C:6]=2[CH:34]=1.C(=O)([O-])[O-].[K+].[K+].Cl.C(OCC)(=O)C.